Dataset: Merck oncology drug combination screen with 23,052 pairs across 39 cell lines. Task: Regression. Given two drug SMILES strings and cell line genomic features, predict the synergy score measuring deviation from expected non-interaction effect. (1) Drug 1: CCN(CC)CCNC(=O)c1c(C)[nH]c(C=C2C(=O)Nc3ccc(F)cc32)c1C. Drug 2: CS(=O)(=O)CCNCc1ccc(-c2ccc3ncnc(Nc4ccc(OCc5cccc(F)c5)c(Cl)c4)c3c2)o1. Cell line: NCIH23. Synergy scores: synergy=1.44. (2) Drug 1: CN1C(=O)C=CC2(C)C3CCC4(C)C(NC(=O)OCC(F)(F)F)CCC4C3CCC12. Drug 2: CCc1cnn2c(NCc3ccc[n+]([O-])c3)cc(N3CCCCC3CCO)nc12. Cell line: NCIH520. Synergy scores: synergy=-2.25. (3) Drug 1: CCC1(O)CC2CN(CCc3c([nH]c4ccccc34)C(C(=O)OC)(c3cc4c(cc3OC)N(C)C3C(O)(C(=O)OC)C(OC(C)=O)C5(CC)C=CCN6CCC43C65)C2)C1. Drug 2: COC1CC2CCC(C)C(O)(O2)C(=O)C(=O)N2CCCCC2C(=O)OC(C(C)CC2CCC(OP(C)(C)=O)C(OC)C2)CC(=O)C(C)C=C(C)C(O)C(OC)C(=O)C(C)CC(C)C=CC=CC=C1C. Cell line: VCAP. Synergy scores: synergy=31.9. (4) Drug 1: CCC1(O)CC2CN(CCc3c([nH]c4ccccc34)C(C(=O)OC)(c3cc4c(cc3OC)N(C)C3C(O)(C(=O)OC)C(OC(C)=O)C5(CC)C=CCN6CCC43C65)C2)C1. Drug 2: CNC(=O)c1cc(Oc2ccc(NC(=O)Nc3ccc(Cl)c(C(F)(F)F)c3)cc2)ccn1. Cell line: UACC62. Synergy scores: synergy=7.69.